Predict which catalyst facilitates the given reaction. From a dataset of Catalyst prediction with 721,799 reactions and 888 catalyst types from USPTO. (1) Reactant: [F:1][C:2]([F:16])([F:15])[CH:3]([CH2:8][C:9]1[CH:14]=[CH:13][CH:12]=[CH:11][CH:10]=1)[CH2:4][C:5]([OH:7])=O.C(Cl)(=O)C(Cl)=O.[Al+3].[Cl-].[Cl-].[Cl-]. Product: [F:15][C:2]([F:1])([F:16])[CH:3]1[CH2:8][C:9]2[C:14](=[CH:13][CH:12]=[CH:11][CH:10]=2)[C:5](=[O:7])[CH2:4]1. The catalyst class is: 2. (2) Reactant: [Li+].[OH-].[CH3:3][C@H:4]1[C:12]2[C:11]([C:13]3[CH:22]=[CH:21][C:16]([C:17]([O:19]C)=[O:18])=[CH:15][CH:14]=3)=[N:10][CH:9]=[N:8][C:7]=2[CH2:6][CH2:5]1. Product: [CH3:3][C@H:4]1[C:12]2[C:11]([C:13]3[CH:22]=[CH:21][C:16]([C:17]([OH:19])=[O:18])=[CH:15][CH:14]=3)=[N:10][CH:9]=[N:8][C:7]=2[CH2:6][CH2:5]1. The catalyst class is: 90. (3) Reactant: C(N=C=NCCCN(C)C)C.[CH3:12][C:13]1[C:17]([C:18]([OH:20])=[O:19])=[C:16]([CH3:21])[O:15][N:14]=1.[Cl:22][C:23]1[CH:40]=[CH:39][C:26]([CH2:27][O:28][C:29]2[CH:38]=[CH:37][C:32](/[C:33](=[N:35]/O)/[NH2:34])=[CH:31][CH:30]=2)=[CH:25][CH:24]=1. Product: [Cl:22][C:23]1[CH:40]=[CH:39][C:26]([CH2:27][O:28][C:29]2[CH:38]=[CH:37][C:32](/[C:33](=[N:34]/[O:19][C:18]([C:17]3[C:13]([CH3:12])=[N:14][O:15][C:16]=3[CH3:21])=[O:20])/[NH2:35])=[CH:31][CH:30]=2)=[CH:25][CH:24]=1. The catalyst class is: 79.